This data is from Full USPTO retrosynthesis dataset with 1.9M reactions from patents (1976-2016). The task is: Predict the reactants needed to synthesize the given product. (1) Given the product [CH2:39]([O:38][CH:36]1[CH:35]([NH:47][C:48]([CH:8]2[CH2:12][CH2:11][CH2:10][N:9]2[C:13](=[O:31])[CH:14]([NH:16][C:17](=[O:30])[C:18]2[CH:23]=[C:22]([Cl:24])[C:21]([NH:25][C:26](=[O:28])[CH3:27])=[C:20]([Cl:29])[CH:19]=2)[CH3:15])=[O:49])[CH2:34][C:33](=[O:32])[O:37]1)[C:40]1[CH:41]=[CH:46][CH:45]=[CH:44][CH:43]=1, predict the reactants needed to synthesize it. The reactants are: C(OC([CH:8]1[CH2:12][CH2:11][CH2:10][N:9]1[C:13](=[O:31])[CH:14]([NH:16][C:17](=[O:30])[C:18]1[CH:23]=[C:22]([Cl:24])[C:21]([NH:25][C:26](=[O:28])[CH3:27])=[C:20]([Cl:29])[CH:19]=1)[CH3:15])=O)(C)(C)C.[O:32]=[C:33]1[O:37][CH:36]([O:38][CH2:39][CH2:40][C:41]2[CH:46]=[CH:45][CH:44]=[CH:43]C=2)[CH:35]([NH:47][C:48](C2CCCN2C(=O)C(NC(=O)C2C=CC(N)=C(Cl)C=2)C)=[O:49])[CH2:34]1. (2) Given the product [CH3:1][C:2]1[C:3]([C:19]([OH:21])=[O:20])=[C:4]2[CH:9]=[CH:8][CH:7]=[N:6][N:5]2[C:10]=1[C:11]([N:13]1[CH2:14][CH2:15][O:16][CH2:17][CH2:18]1)=[O:12], predict the reactants needed to synthesize it. The reactants are: [CH3:1][C:2]1[C:3]([C:19]([O:21]CC)=[O:20])=[C:4]2[CH:9]=[CH:8][CH:7]=[N:6][N:5]2[C:10]=1[C:11]([N:13]1[CH2:18][CH2:17][O:16][CH2:15][CH2:14]1)=[O:12].[OH-].[Na+].Cl. (3) Given the product [F:21][C:20]([F:23])([F:22])[CH2:18][NH:1][C:2]1[CH:9]=[CH:8][C:5]([C:6]#[N:7])=[C:4]([C:10]([F:11])([F:12])[F:13])[CH:3]=1, predict the reactants needed to synthesize it. The reactants are: [NH2:1][C:2]1[CH:9]=[CH:8][C:5]([C:6]#[N:7])=[C:4]([C:10]([F:13])([F:12])[F:11])[CH:3]=1.[BH3-]C#N.[Na+].[C:18](O)([C:20]([F:23])([F:22])[F:21])=O.[H][H].O.FC(F)(F)C=O.C([O-])(O)=O.[Na+].